Dataset: Full USPTO retrosynthesis dataset with 1.9M reactions from patents (1976-2016). Task: Predict the reactants needed to synthesize the given product. (1) Given the product [ClH:29].[NH2:25][C:22]1[CH:23]=[CH:24][C:2]([CH3:1])=[C:3]([CH:21]=1)[NH:4][C:5]1[CH:10]=[C:9]([C:11]([F:13])([F:14])[F:12])[N:8]=[C:7]([C:15]2[CH:16]=[N:17][CH:18]=[CH:19][CH:20]=2)[N:6]=1, predict the reactants needed to synthesize it. The reactants are: [CH3:1][C:2]1[CH:24]=[CH:23][C:22]([N+:25]([O-])=O)=[CH:21][C:3]=1[NH:4][C:5]1[CH:10]=[C:9]([C:11]([F:14])([F:13])[F:12])[N:8]=[C:7]([C:15]2[CH:16]=[N:17][CH:18]=[CH:19][CH:20]=2)[N:6]=1.[Sn](Cl)(Cl)(Cl)[Cl:29].[OH-].[Na+]. (2) Given the product [F:1][C:2]([F:14])([F:15])[C:3]([NH:5][C:6]1[CH:11]=[CH:10][CH:9]=[C:8]([N:12]([CH3:13])[C:17]2[CH:22]=[CH:21][C:20]([N+:23]([O-:25])=[O:24])=[CH:19][N:18]=2)[CH:7]=1)=[O:4], predict the reactants needed to synthesize it. The reactants are: [F:1][C:2]([F:15])([F:14])[C:3]([NH:5][C:6]1[CH:11]=[CH:10][CH:9]=[C:8]([NH:12][CH3:13])[CH:7]=1)=[O:4].Cl[C:17]1[CH:22]=[CH:21][C:20]([N+:23]([O-:25])=[O:24])=[CH:19][N:18]=1.C(=O)([O-])O.[Na+]. (3) The reactants are: [CH2:1]([O:3][C:4]([C:6]1[S:7][C:8]([O:19][C:20]2[CH:25]=[CH:24][C:23](Br)=[CH:22][CH:21]=2)=[C:9]2[C:17]3[N:16]([CH3:18])[N:15]=[CH:14][C:13]=3[CH2:12][CH2:11][C:10]=12)=[O:5])[CH3:2].C(B(CC)[C:30]1[CH:31]=[N:32][CH:33]=[CH:34][CH:35]=1)C.C(=O)([O-])[O-].[Na+].[Na+].O. Given the product [CH2:1]([O:3][C:4]([C:6]1[S:7][C:8]([O:19][C:20]2[CH:25]=[CH:24][C:23]([C:30]3[CH:31]=[N:32][CH:33]=[CH:34][CH:35]=3)=[CH:22][CH:21]=2)=[C:9]2[C:17]3[N:16]([CH3:18])[N:15]=[CH:14][C:13]=3[CH2:12][CH2:11][C:10]=12)=[O:5])[CH3:2], predict the reactants needed to synthesize it.